From a dataset of Reaction yield outcomes from USPTO patents with 853,638 reactions. Predict the reaction yield, written as a fraction of the theoretical maximum amount of product (1.0 means a 100% yield; for example, 0.34 means a 34% yield). (1) The reactants are [CH2:1]([N:5]([S:15]([C:18]1[CH:23]=[CH:22][C:21]([N+:24]([O-:26])=[O:25])=[CH:20][CH:19]=1)(=[O:17])=[O:16])[C@H:6]([C:12]([OH:14])=[O:13])[CH2:7][CH2:8][CH2:9][CH2:10][NH2:11])[CH:2]([CH3:4])[CH3:3].[N+:27]([C:30]1[CH:40]=[CH:39][C:33]([CH:34]=[CH:35][C:36](O)=[O:37])=[CH:32][CH:31]=1)([O-:29])=[O:28]. No catalyst specified. The product is [CH2:1]([N:5]([S:15]([C:18]1[CH:23]=[CH:22][C:21]([N+:24]([O-:26])=[O:25])=[CH:20][CH:19]=1)(=[O:17])=[O:16])[C@H:6]([C:12]([OH:14])=[O:13])[CH2:7][CH2:8][CH2:9][CH2:10][NH:11][C:36](=[O:37])[CH:35]=[CH:34][C:33]1[CH:32]=[CH:31][C:30]([N+:27]([O-:29])=[O:28])=[CH:40][CH:39]=1)[CH:2]([CH3:4])[CH3:3]. The yield is 0.490. (2) The reactants are [C:1]([C:3]([C:9]1[CH:10]=[C:11]([CH:16]=[CH:17][CH:18]=1)[C:12]([O:14]C)=[O:13])([CH3:8])[CH2:4][CH:5]1[CH2:7][CH2:6]1)#[N:2].O.[OH-].[Li+]. The catalyst is O1CCCC1.CO.O. The product is [C:1]([C:3]([C:9]1[CH:10]=[C:11]([CH:16]=[CH:17][CH:18]=1)[C:12]([OH:14])=[O:13])([CH3:8])[CH2:4][CH:5]1[CH2:7][CH2:6]1)#[N:2]. The yield is 0.660.